From a dataset of Full USPTO retrosynthesis dataset with 1.9M reactions from patents (1976-2016). Predict the reactants needed to synthesize the given product. (1) Given the product [Cl:8][CH2:9][C:10]1[N:1]=[C:2]2[CH:7]=[CH:6][CH:5]=[CH:4][N:3]2[CH:11]=1, predict the reactants needed to synthesize it. The reactants are: [NH2:1][C:2]1[CH:7]=[CH:6][CH:5]=[CH:4][N:3]=1.[Cl:8][CH2:9][C:10](=O)[CH2:11]Cl. (2) Given the product [NH:9]1[C:13]([CH2:14][CH2:15][O:16][CH2:17][CH2:18][CH:19]2[CH2:20][CH2:21][N:22]([C:25](=[O:45])/[CH:26]=[CH:27]/[C:28]3[CH:33]=[CH:32][C:31]([C:34]([F:37])([F:35])[F:36])=[CH:30][C:29]=3[CH2:38][N:39]3[N:43]=[N:42][C:41]([CH3:44])=[N:40]3)[CH2:23][CH2:24]2)=[CH:12][N:11]=[N:10]1, predict the reactants needed to synthesize it. The reactants are: C(OC[N:9]1[C:13]([CH2:14][CH2:15][O:16][CH2:17][CH2:18][CH:19]2[CH2:24][CH2:23][N:22]([C:25](=[O:45])/[CH:26]=[CH:27]/[C:28]3[CH:33]=[CH:32][C:31]([C:34]([F:37])([F:36])[F:35])=[CH:30][C:29]=3[CH2:38][N:39]3[N:43]=[N:42][C:41]([CH3:44])=[N:40]3)[CH2:21][CH2:20]2)=[CH:12][N:11]=[N:10]1)(=O)C(C)(C)C.[OH-].[Na+].